This data is from Peptide-MHC class I binding affinity with 185,985 pairs from IEDB/IMGT. The task is: Regression. Given a peptide amino acid sequence and an MHC pseudo amino acid sequence, predict their binding affinity value. This is MHC class I binding data. (1) The peptide sequence is LRAEDTAVYY. The MHC is HLA-A24:02 with pseudo-sequence HLA-A24:02. The binding affinity (normalized) is 0.0154. (2) The peptide sequence is KHDFIDNPL. The MHC is HLA-B35:01 with pseudo-sequence HLA-B35:01. The binding affinity (normalized) is 0.0847. (3) The binding affinity (normalized) is 0. The MHC is HLA-A33:01 with pseudo-sequence HLA-A33:01. The peptide sequence is ITPTIEDDK. (4) The peptide sequence is ASTTENAAY. The MHC is HLA-A33:01 with pseudo-sequence HLA-A33:01. The binding affinity (normalized) is 0.236. (5) The peptide sequence is KTPITLVDICF. The MHC is Mamu-A01 with pseudo-sequence Mamu-A01. The binding affinity (normalized) is 0.840. (6) The peptide sequence is NLLVQYGAK. The MHC is HLA-A68:01 with pseudo-sequence HLA-A68:01. The binding affinity (normalized) is 0.277.